Dataset: Peptide-MHC class II binding affinity with 134,281 pairs from IEDB. Task: Regression. Given a peptide amino acid sequence and an MHC pseudo amino acid sequence, predict their binding affinity value. This is MHC class II binding data. (1) The peptide sequence is LRKLCIEGKITNITT. The MHC is DRB1_0802 with pseudo-sequence DRB1_0802. The binding affinity (normalized) is 0.381. (2) The peptide sequence is TQCMNIMESIPANTI. The MHC is DRB5_0101 with pseudo-sequence DRB5_0101. The binding affinity (normalized) is 0.290.